The task is: Predict the product of the given reaction.. This data is from Forward reaction prediction with 1.9M reactions from USPTO patents (1976-2016). (1) Given the reactants [O:1]1[C:5]2([CH2:10][CH2:9][CH:8]([OH:11])[CH2:7][CH2:6]2)[O:4][CH2:3][CH2:2]1.[Cl:12][C:13]1[CH:18]=[C:17](Cl)[N:16]=[C:15]([C:20]([F:23])([F:22])[F:21])[N:14]=1.[H-].[Na+], predict the reaction product. The product is: [Cl:12][C:13]1[CH:18]=[C:17]([O:11][CH:8]2[CH2:9][CH2:10][C:5]3([O:4][CH2:3][CH2:2][O:1]3)[CH2:6][CH2:7]2)[N:16]=[C:15]([C:20]([F:22])([F:23])[F:21])[N:14]=1. (2) Given the reactants [F:1][C:2]1[CH:10]=[C:9]([F:11])[CH:8]=[CH:7][C:3]=1[C:4](Cl)=[O:5].[NH2:12][CH2:13][C:14]1[C:19]([CH3:20])=[N:18][C:17]2[N:21]([CH2:24][CH3:25])[N:22]=[CH:23][C:16]=2[C:15]=1[NH:26][CH:27]1[CH2:32][CH2:31][O:30][CH2:29][CH2:28]1.CCN(C(C)C)C(C)C, predict the reaction product. The product is: [CH2:24]([N:21]1[C:17]2=[N:18][C:19]([CH3:20])=[C:14]([CH2:13][NH:12][C:4](=[O:5])[C:3]3[CH:7]=[CH:8][C:9]([F:11])=[CH:10][C:2]=3[F:1])[C:15]([NH:26][CH:27]3[CH2:28][CH2:29][O:30][CH2:31][CH2:32]3)=[C:16]2[CH:23]=[N:22]1)[CH3:25]. (3) Given the reactants [Cl:1][C:2]1[CH:3]=[C:4]([O:13][CH:14]([CH3:16])[CH3:15])[C:5]([CH3:12])=[C:6]([CH:11]=1)[C:7]([O:9]C)=[O:8].[OH-].[Na+], predict the reaction product. The product is: [Cl:1][C:2]1[CH:3]=[C:4]([O:13][CH:14]([CH3:16])[CH3:15])[C:5]([CH3:12])=[C:6]([CH:11]=1)[C:7]([OH:9])=[O:8]. (4) Given the reactants [N+]([C:4]1[CH:11]=[CH:10][CH:9]=[C:8]([N+:12]([O-:14])=[O:13])[C:5]=1[C:6]#[N:7])([O-])=O.[Na].[CH2:16]([OH:19])[CH2:17][CH3:18], predict the reaction product. The product is: [N+:12]([C:8]1[CH:9]=[CH:10][CH:11]=[C:4]([O:19][CH2:16][CH2:17][CH3:18])[C:5]=1[C:6]#[N:7])([O-:14])=[O:13]. (5) Given the reactants Br[CH2:2][C:3]1[N:4]=[N:5][C:6]([C:9]2[CH:14]=[CH:13][CH:12]=[CH:11][CH:10]=2)=[CH:7][CH:8]=1.[NH:15]([C:23]([O:25][C:26]([CH3:29])([CH3:28])[CH3:27])=[O:24])[C:16]([O:18][C:19]([CH3:22])([CH3:21])[CH3:20])=[O:17].C(=O)([O-])[O-].[K+].[K+].O, predict the reaction product. The product is: [C:26]([O:25][C:23]([N:15]([CH2:2][C:3]1[N:4]=[N:5][C:6]([C:9]2[CH:14]=[CH:13][CH:12]=[CH:11][CH:10]=2)=[CH:7][CH:8]=1)[C:16]([O:18][C:19]([CH3:22])([CH3:21])[CH3:20])=[O:17])=[O:24])([CH3:29])([CH3:28])[CH3:27]. (6) Given the reactants [Cl:1][C:2]1[CH:9]=[CH:8][CH:7]=[C:6]([Cl:10])[C:3]=1[CH2:4]Br.[P:11]([O:18]CC)([O:15][CH2:16][CH3:17])[O:12][CH2:13][CH3:14], predict the reaction product. The product is: [CH2:13]([O:12][P:11]([CH2:4][C:3]1[C:2]([Cl:1])=[CH:9][CH:8]=[CH:7][C:6]=1[Cl:10])(=[O:18])[O:15][CH2:16][CH3:17])[CH3:14]. (7) Given the reactants [Cl:1][C:2]1[N:7]=[C:6]([NH:8][C:9]2[CH:14]=[C:13]([N+:15]([O-:17])=[O:16])[CH:12]=[CH:11][C:10]=2[F:18])[C:5]([Cl:19])=[CH:4][N:3]=1.[C:20](=O)([O-])[O-].[K+].[K+].CI, predict the reaction product. The product is: [Cl:1][C:2]1[N:7]=[C:6]([N:8]([C:9]2[CH:14]=[C:13]([N+:15]([O-:17])=[O:16])[CH:12]=[CH:11][C:10]=2[F:18])[CH3:20])[C:5]([Cl:19])=[CH:4][N:3]=1. (8) The product is: [Br:1][C:2]1[CH:7]=[C:6]([C:8]([OH:12])([CH3:11])[CH2:9][O:10][S:22]([CH3:21])(=[O:24])=[O:23])[C:5]([F:13])=[CH:4][N:3]=1. Given the reactants [Br:1][C:2]1[CH:7]=[C:6]([C:8]([OH:12])([CH3:11])[CH2:9][OH:10])[C:5]([F:13])=[CH:4][N:3]=1.C(N(CC)CC)C.[CH3:21][S:22](Cl)(=[O:24])=[O:23], predict the reaction product. (9) Given the reactants FC(F)(F)C(O)=O.[NH2:8][CH2:9][CH2:10][CH2:11][O:12][C:13]1[CH:43]=[C:42]([Cl:44])[C:16]([C:17]([NH:19][C@@H:20]([CH2:24][C:25]2[CH:30]=[CH:29][C:28]([C:31]3[C:32](=[O:41])[N:33]([CH3:40])[C:34](=[O:39])[N:35]([CH3:38])[C:36]=3[CH3:37])=[CH:27][CH:26]=2)[C:21]([OH:23])=[O:22])=[O:18])=[C:15]([Cl:45])[CH:14]=1.O=C1CCC(=O)N1[O:53][C:54](=O)[CH2:55][CH2:56][O:57][CH2:58][CH2:59][O:60][CH2:61][CH2:62][O:63][CH2:64][CH2:65][O:66][CH2:67][CH2:68][O:69][CH2:70][CH2:71][O:72][CH2:73][CH2:74][O:75][CH2:76][CH2:77][O:78][CH2:79][CH2:80][NH:81][C:82](=[O:92])[CH2:83][CH2:84][N:85]1[C:89](=[O:90])[CH:88]=[CH:87][C:86]1=[O:91].CCN(C(C)C)C(C)C, predict the reaction product. The product is: [Cl:45][C:15]1[CH:14]=[C:13]([O:12][CH2:11][CH2:10][CH2:9][NH:8][C:54](=[O:53])[CH2:55][CH2:56][O:57][CH2:58][CH2:59][O:60][CH2:61][CH2:62][O:63][CH2:64][CH2:65][O:66][CH2:67][CH2:68][O:69][CH2:70][CH2:71][O:72][CH2:73][CH2:74][O:75][CH2:76][CH2:77][O:78][CH2:79][CH2:80][NH:81][C:82](=[O:92])[CH2:83][CH2:84][N:85]2[C:89](=[O:90])[CH:88]=[CH:87][C:86]2=[O:91])[CH:43]=[C:42]([Cl:44])[C:16]=1[C:17]([NH:19][C@@H:20]([CH2:24][C:25]1[CH:30]=[CH:29][C:28]([C:31]2[C:32](=[O:41])[N:33]([CH3:40])[C:34](=[O:39])[N:35]([CH3:38])[C:36]=2[CH3:37])=[CH:27][CH:26]=1)[C:21]([OH:23])=[O:22])=[O:18].